This data is from Forward reaction prediction with 1.9M reactions from USPTO patents (1976-2016). The task is: Predict the product of the given reaction. (1) Given the reactants I[C:2]1[C:10]2[C:5](=[N:6][CH:7]=[N:8][C:9]=2[NH2:11])[N:4]([CH:12]2[CH2:17][CH2:16][CH2:15][N:14]([CH3:18])[CH2:13]2)[N:3]=1.[O:19]([C:26]1[CH:31]=[CH:30][C:29](B(O)O)=[CH:28][CH:27]=1)[C:20]1[CH:25]=[CH:24][CH:23]=[CH:22][CH:21]=1.C(=O)([O-])[O-:36].[Na+].[Na+], predict the reaction product. The product is: [C:26]([OH:36])(=[O:19])[CH3:31].[CH3:18][N:14]1[CH2:15][CH2:16][CH2:17][CH:12]([N:4]2[C:5]3=[N:6][CH:7]=[N:8][C:9]([NH2:11])=[C:10]3[C:2]([C:29]3[CH:30]=[CH:31][C:26]([O:19][C:20]4[CH:25]=[CH:24][CH:23]=[CH:22][CH:21]=4)=[CH:27][CH:28]=3)=[N:3]2)[CH2:13]1. (2) Given the reactants [O:1]1[CH:5]=[C:4]([CH:6]([NH:8][C:9]([C:11]2[C:19]3[C:14](=[N:15][CH:16]=[C:17]([C:20]4[C:28]5[C:23](=[CH:24][C:25]([F:29])=[CH:26][CH:27]=5)[N:22]([CH3:30])[N:21]=4)[N:18]=3)[N:13](COCC[Si](C)(C)C)[CH:12]=2)=[O:10])[CH3:7])[N:3]=[CH:2]1.FC(F)(F)C(O)=O.C(N)CN, predict the reaction product. The product is: [O:1]1[CH:5]=[C:4]([CH:6]([NH:8][C:9]([C:11]2[C:19]3[C:14](=[N:15][CH:16]=[C:17]([C:20]4[C:28]5[C:23](=[CH:24][C:25]([F:29])=[CH:26][CH:27]=5)[N:22]([CH3:30])[N:21]=4)[N:18]=3)[NH:13][CH:12]=2)=[O:10])[CH3:7])[N:3]=[CH:2]1. (3) Given the reactants C([O:3][CH2:4][CH2:5][O:6][NH:7][C:8]([C:10]1[CH:11]=[CH:12][C:13]2[N:14]([CH:25]=[N:26][CH:27]=2)[C:15]=1[NH:16][C:17]1[CH:22]=[CH:21][C:20]([I:23])=[CH:19][C:18]=1[F:24])=[O:9])=C.Cl, predict the reaction product. The product is: [OH:3][CH2:4][CH2:5][O:6][NH:7][C:8]([C:10]1[CH:11]=[CH:12][C:13]2[N:14]([CH:25]=[N:26][CH:27]=2)[C:15]=1[NH:16][C:17]1[CH:22]=[CH:21][C:20]([I:23])=[CH:19][C:18]=1[F:24])=[O:9]. (4) Given the reactants C[O:2][C:3]([C:5]1[CH:13]=[C:12]2[C:8]([C:9]([CH:35]3[CH2:40][CH2:39][CH2:38][CH2:37][CH2:36]3)=[C:10]([C:18]3[CH:19]=[C:20]4[C:25](=[CH:26][CH:27]=3)[N:24]=[C:23]([C:28]3[S:32][C:31]([CH3:33])=[N:30][C:29]=3[CH3:34])[CH:22]=[CH:21]4)[N:11]2[CH2:14][C:15](O)=[O:16])=[CH:7][CH:6]=1)=[O:4].COC(C1C=C2C(C(C3CCCCC3)=C(C3C=C4C(=CC=3)N=C(C3SC(C)=NC=3C)C=C4)[N:51]2[CH2:54][C:55](=[O:59])N(C)C)=CC=1)=O.CNC.NCC(N)=[O:89], predict the reaction product. The product is: [C:55]([CH2:54][NH:51][C:15]([CH2:14][N:11]1[C:12]2[C:8](=[CH:7][CH:6]=[C:5]([C:3]([OH:2])=[O:4])[CH:13]=2)[C:9]([CH:35]2[CH2:40][CH2:39][CH2:38][CH2:37][CH2:36]2)=[C:10]1[C:18]1[CH:19]=[C:20]2[C:25](=[CH:26][CH:27]=1)[N:24]=[C:23]([C:28]1[S:32][C:31]([CH3:33])=[N:30][C:29]=1[CH3:34])[CH:22]=[CH:21]2)=[O:16])([OH:59])=[O:89]. (5) Given the reactants [CH3:1][O:2][C:3]1[CH:4]=[C:5]([CH:26]=[C:27]([O:31][CH3:32])[C:28]=1[O:29][CH3:30])[CH2:6][N:7]1[CH2:11][CH2:10][C:9]([CH2:18][CH2:19]OS(C)(=O)=O)([C:12]2[CH:17]=[CH:16][CH:15]=[CH:14][CH:13]=2)[C:8]1=[O:25].[CH2:33]([O:35][CH2:36][CH2:37][N:38]1[C:42]2[CH:43]=[CH:44][CH:45]=[CH:46][C:41]=2[N:40]=[C:39]1[N:47]1[CH2:53][CH2:52][CH2:51][NH:50][CH2:49][CH2:48]1)[CH3:34], predict the reaction product. The product is: [CH3:1][O:2][C:3]1[CH:4]=[C:5]([CH:26]=[C:27]([O:31][CH3:32])[C:28]=1[O:29][CH3:30])[CH2:6][N:7]1[CH2:11][CH2:10][C:9]([CH2:18][CH2:19][N:50]2[CH2:51][CH2:52][CH2:53][N:47]([C:39]3[N:38]([CH2:37][CH2:36][O:35][CH2:33][CH3:34])[C:42]4[CH:43]=[CH:44][CH:45]=[CH:46][C:41]=4[N:40]=3)[CH2:48][CH2:49]2)([C:12]2[CH:17]=[CH:16][CH:15]=[CH:14][CH:13]=2)[C:8]1=[O:25]. (6) Given the reactants [OH:1][C:2]1[CH:17]=[CH:16][C:5]([C:6]([O:8][CH2:9][C:10]2[CH:15]=[CH:14][CH:13]=[CH:12][CH:11]=2)=[O:7])=[CH:4][CH:3]=1.C1(P(C2C=CC=CC=2)C2C=CC=CC=2)C=CC=CC=1.[CH2:37]([O:39][C:40]([CH:42]1[CH2:47][CH2:46][CH:45](O)[CH2:44][CH2:43]1)=[O:41])[CH3:38].CCOC(/N=N/C(OCC)=O)=O, predict the reaction product. The product is: [CH2:9]([O:8][C:6](=[O:7])[C:5]1[CH:16]=[CH:17][C:2]([O:1][CH:45]2[CH2:46][CH2:47][CH:42]([C:40]([O:39][CH2:37][CH3:38])=[O:41])[CH2:43][CH2:44]2)=[CH:3][CH:4]=1)[C:10]1[CH:15]=[CH:14][CH:13]=[CH:12][CH:11]=1. (7) Given the reactants [C:1]([O-:4])(=[O:3])[CH3:2].[Cu+2:5].[C:6]([O-:9])(=[O:8])[CH3:7].O.[NH2:11][NH2:12], predict the reaction product. The product is: [NH2:11][NH2:12].[C:1]([O-:4])(=[O:3])[CH3:2].[Cu+2:5].[C:6]([O-:9])(=[O:8])[CH3:7]. (8) Given the reactants [CH3:1][C:2]1[N:10]=[CH:9][CH:8]=[CH:7][C:3]=1[C:4](O)=[O:5].B.C1COCC1, predict the reaction product. The product is: [CH3:1][C:2]1[C:3]([CH2:4][OH:5])=[CH:7][CH:8]=[CH:9][N:10]=1. (9) The product is: [CH:8]1([N:14]2[C:3](=[O:4])[CH2:2][C:1](=[O:6])[N:17]([CH2:28][CH2:27][CH:26]3[CH2:25][CH2:24]3)[C:15]2=[O:16])[CH2:9][CH2:10][CH2:11][CH2:12][CH2:13]1. Given the reactants [C:1](Cl)(=[O:6])[CH2:2][C:3](Cl)=[O:4].[CH:8]1([N:14](CCC2CC2)[C:15]([NH2:17])=[O:16])[CH2:13][CH2:12][CH2:11][CH2:10][CH2:9]1.C[CH2:24][CH2:25][CH2:26][CH2:27][CH3:28].C(OCC)(=O)C.CCCCCC, predict the reaction product. (10) The product is: [OH:2][C:3]1[CH:4]=[C:5]2[C:10](=[CH:11][C:12]=1[CH3:13])[N:9]=[CH:8][N:7]=[CH:6]2. Given the reactants C[O:2][C:3]1[CH:4]=[C:5]2[C:10](=[CH:11][C:12]=1[CH3:13])[N:9]=[CH:8][N:7]=[CH:6]2.C[S-].[Na+], predict the reaction product.